From a dataset of NCI-60 drug combinations with 297,098 pairs across 59 cell lines. Regression. Given two drug SMILES strings and cell line genomic features, predict the synergy score measuring deviation from expected non-interaction effect. Drug 1: CC1=C2C(C(=O)C3(C(CC4C(C3C(C(C2(C)C)(CC1OC(=O)C(C(C5=CC=CC=C5)NC(=O)OC(C)(C)C)O)O)OC(=O)C6=CC=CC=C6)(CO4)OC(=O)C)O)C)O. Drug 2: C1CC(=O)NC(=O)C1N2C(=O)C3=CC=CC=C3C2=O. Cell line: 786-0. Synergy scores: CSS=-1.01, Synergy_ZIP=-0.399, Synergy_Bliss=-0.0926, Synergy_Loewe=-4.49, Synergy_HSA=-2.77.